Predict the reactants needed to synthesize the given product. From a dataset of Full USPTO retrosynthesis dataset with 1.9M reactions from patents (1976-2016). (1) Given the product [CH2:1]([N:8]1[CH2:13][CH2:12][O:11][CH:10]([C:14]([C:25]2[CH:30]=[CH:29][CH:28]=[CH:27][CH:26]=2)([OH:24])[CH2:15][C:16]2[CH:17]=[C:18]([F:31])[CH:19]=[CH:20][C:21]=2[F:22])[CH2:9]1)[C:2]1[CH:7]=[CH:6][CH:5]=[CH:4][CH:3]=1, predict the reactants needed to synthesize it. The reactants are: [CH2:1]([N:8]1[CH2:13][CH2:12][O:11][CH:10]([C:14]([C:25]2[CH:30]=[CH:29][CH:28]=[CH:27][CH:26]=2)([OH:24])[CH2:15][C:16]2[C:21]([F:22])=[CH:20][CH:19]=[CH:18][C:17]=2Cl)[CH2:9]1)[C:2]1[CH:7]=[CH:6][CH:5]=[CH:4][CH:3]=1.[F:31]C1C=CC(F)=CC=1C[Mg]Br. (2) The reactants are: [OH:1][C:2]1[CH:10]=[CH:9][C:8]2[N:7]3[CH2:11][C@@H:12]([CH3:16])[NH:13][C:14](=[O:15])[C:6]3=[CH:5][C:4]=2[CH:3]=1.[CH:17]([N:20]1[CH2:25][CH2:24][CH:23](O)[CH2:22][CH2:21]1)([CH3:19])[CH3:18].C1(P(C2C=CC=CC=2)C2C=CC=CC=2)C=CC=CC=1.C(OC(N=NC(OC(C)(C)C)=O)=O)(C)(C)C. Given the product [CH:17]([N:20]1[CH2:25][CH2:24][CH:23]([O:1][C:2]2[CH:10]=[CH:9][C:8]3[N:7]4[CH2:11][C@@H:12]([CH3:16])[NH:13][C:14](=[O:15])[C:6]4=[CH:5][C:4]=3[CH:3]=2)[CH2:22][CH2:21]1)([CH3:19])[CH3:18], predict the reactants needed to synthesize it. (3) The reactants are: [CH3:1][C:2]1[CH:7]=[CH:6][C:5]([S:8]([O:11][C:12]2[CH:17]=[CH:16][C:15]([CH2:18][CH2:19][CH3:20])=[CH:14][C:13]=2[OH:21])(=[O:10])=[O:9])=[CH:4][CH:3]=1.C([O-])([O-])=O.[K+].[K+].[Na+].[I-].[CH2:30](Br)[C:31]1[CH:36]=[CH:35][CH:34]=[CH:33][CH:32]=1. Given the product [CH3:1][C:2]1[CH:7]=[CH:6][C:5]([S:8]([O:11][C:12]2[CH:17]=[CH:16][C:15]([CH2:18][CH2:19][CH3:20])=[CH:14][C:13]=2[O:21][CH2:30][C:31]2[CH:36]=[CH:35][CH:34]=[CH:33][CH:32]=2)(=[O:10])=[O:9])=[CH:4][CH:3]=1, predict the reactants needed to synthesize it. (4) Given the product [Cl:11][C:12]1[CH:17]=[CH:16][C:15]([O:18][C:2]2[N:7]=[CH:6][C:5]([CH:8]=[O:9])=[CH:4][C:3]=2[F:10])=[CH:14][C:13]=1[C:19]([F:20])([F:21])[F:22], predict the reactants needed to synthesize it. The reactants are: Cl[C:2]1[N:7]=[CH:6][C:5]([CH:8]=[O:9])=[CH:4][C:3]=1[F:10].[Cl:11][C:12]1[CH:17]=[CH:16][C:15]([OH:18])=[CH:14][C:13]=1[C:19]([F:22])([F:21])[F:20]. (5) Given the product [Cl-:7].[C:9]([CH2:8][N+:1]1[CH:6]=[CH:5][CH:4]=[CH:3][CH:2]=1)([OH:11])=[O:10], predict the reactants needed to synthesize it. The reactants are: [N:1]1[CH:6]=[CH:5][CH:4]=[CH:3][CH:2]=1.[Cl:7][CH2:8][C:9]([OH:11])=[O:10]. (6) Given the product [N+:33]([C:30]1[CH:31]=[CH:32][C:27]([CH:2]([C:1]([O:14][CH2:15][C:16]2[CH:17]=[CH:18][CH:19]=[CH:20][CH:21]=2)=[O:13])[C:3]([O:5][CH2:6][C:7]2[CH:12]=[CH:11][CH:10]=[CH:9][CH:8]=2)=[O:4])=[N:28][CH:29]=1)([O-:35])=[O:34], predict the reactants needed to synthesize it. The reactants are: [C:1]([O:14][CH2:15][C:16]1[CH:21]=[CH:20][CH:19]=[CH:18][CH:17]=1)(=[O:13])[CH2:2][C:3]([O:5][CH2:6][C:7]1[CH:12]=[CH:11][CH:10]=[CH:9][CH:8]=1)=[O:4].[H-].[Na+].[H][H].Cl[C:27]1[CH:32]=[CH:31][C:30]([N+:33]([O-:35])=[O:34])=[CH:29][N:28]=1.Cl. (7) Given the product [Cl:32][C:29]1[CH:30]=[CH:31][C:26]([NH:1][CH2:2][C@@H:3]2[C@H:8]([CH3:9])[CH2:7][CH2:6][CH2:5][N:4]2[C:10]([C:12]2[N:13]=[C:14]([CH3:24])[S:15][C:16]=2[C:17]2[CH:18]=[CH:19][C:20]([F:23])=[CH:21][CH:22]=2)=[O:11])=[N:27][CH:28]=1, predict the reactants needed to synthesize it. The reactants are: [NH2:1][CH2:2][C@@H:3]1[C@H:8]([CH3:9])[CH2:7][CH2:6][CH2:5][N:4]1[C:10]([C:12]1[N:13]=[C:14]([CH3:24])[S:15][C:16]=1[C:17]1[CH:22]=[CH:21][C:20]([F:23])=[CH:19][CH:18]=1)=[O:11].F[C:26]1[CH:31]=[CH:30][C:29]([Cl:32])=[CH:28][N:27]=1.C([O-])([O-])=O.[K+].[K+].